Regression. Given two drug SMILES strings and cell line genomic features, predict the synergy score measuring deviation from expected non-interaction effect. From a dataset of NCI-60 drug combinations with 297,098 pairs across 59 cell lines. (1) Drug 1: C1=C(C(=O)NC(=O)N1)F. Drug 2: B(C(CC(C)C)NC(=O)C(CC1=CC=CC=C1)NC(=O)C2=NC=CN=C2)(O)O. Cell line: T-47D. Synergy scores: CSS=43.9, Synergy_ZIP=-0.491, Synergy_Bliss=-0.195, Synergy_Loewe=-8.91, Synergy_HSA=1.52. (2) Drug 1: CCCS(=O)(=O)NC1=C(C(=C(C=C1)F)C(=O)C2=CNC3=C2C=C(C=N3)C4=CC=C(C=C4)Cl)F. Drug 2: CC1=C(C=C(C=C1)C(=O)NC2=CC(=CC(=C2)C(F)(F)F)N3C=C(N=C3)C)NC4=NC=CC(=N4)C5=CN=CC=C5. Cell line: NCI-H522. Synergy scores: CSS=-3.99, Synergy_ZIP=0.911, Synergy_Bliss=-0.734, Synergy_Loewe=-4.91, Synergy_HSA=-4.26. (3) Drug 1: CC1OCC2C(O1)C(C(C(O2)OC3C4COC(=O)C4C(C5=CC6=C(C=C35)OCO6)C7=CC(=C(C(=C7)OC)O)OC)O)O. Drug 2: CC1CCC2CC(C(=CC=CC=CC(CC(C(=O)C(C(C(=CC(C(=O)CC(OC(=O)C3CCCCN3C(=O)C(=O)C1(O2)O)C(C)CC4CCC(C(C4)OC)O)C)C)O)OC)C)C)C)OC. Cell line: NCI-H522. Synergy scores: CSS=34.6, Synergy_ZIP=-13.6, Synergy_Bliss=-6.94, Synergy_Loewe=-0.341, Synergy_HSA=0.737. (4) Drug 1: CCC1(CC2CC(C3=C(CCN(C2)C1)C4=CC=CC=C4N3)(C5=C(C=C6C(=C5)C78CCN9C7C(C=CC9)(C(C(C8N6C=O)(C(=O)OC)O)OC(=O)C)CC)OC)C(=O)OC)O.OS(=O)(=O)O. Synergy scores: CSS=16.3, Synergy_ZIP=-8.02, Synergy_Bliss=-3.43, Synergy_Loewe=-5.37, Synergy_HSA=-5.12. Drug 2: C1C(C(OC1N2C=NC(=NC2=O)N)CO)O. Cell line: BT-549. (5) Drug 1: COC1=CC(=CC(=C1O)OC)C2C3C(COC3=O)C(C4=CC5=C(C=C24)OCO5)OC6C(C(C7C(O6)COC(O7)C8=CC=CS8)O)O. Drug 2: C1CC(=O)NC(=O)C1N2C(=O)C3=CC=CC=C3C2=O. Cell line: NCI-H226. Synergy scores: CSS=16.8, Synergy_ZIP=-6.13, Synergy_Bliss=-1.86, Synergy_Loewe=-25.6, Synergy_HSA=-2.27. (6) Drug 1: C1CN1P(=S)(N2CC2)N3CC3. Drug 2: CCN(CC)CCCC(C)NC1=C2C=C(C=CC2=NC3=C1C=CC(=C3)Cl)OC. Cell line: SF-539. Synergy scores: CSS=23.9, Synergy_ZIP=-4.78, Synergy_Bliss=-3.12, Synergy_Loewe=-0.869, Synergy_HSA=1.31. (7) Drug 1: CC1OCC2C(O1)C(C(C(O2)OC3C4COC(=O)C4C(C5=CC6=C(C=C35)OCO6)C7=CC(=C(C(=C7)OC)O)OC)O)O. Drug 2: CC1CCC2CC(C(=CC=CC=CC(CC(C(=O)C(C(C(=CC(C(=O)CC(OC(=O)C3CCCCN3C(=O)C(=O)C1(O2)O)C(C)CC4CCC(C(C4)OC)O)C)C)O)OC)C)C)C)OC. Cell line: SNB-75. Synergy scores: CSS=17.7, Synergy_ZIP=-5.41, Synergy_Bliss=-2.01, Synergy_Loewe=0.891, Synergy_HSA=1.80. (8) Drug 1: C1=C(C(=O)NC(=O)N1)F. Drug 2: C1C(C(OC1N2C=C(C(=O)NC2=O)F)CO)O. Cell line: SF-539. Synergy scores: CSS=54.9, Synergy_ZIP=-16.1, Synergy_Bliss=-19.8, Synergy_Loewe=-11.2, Synergy_HSA=-8.88. (9) Drug 1: COC1=NC(=NC2=C1N=CN2C3C(C(C(O3)CO)O)O)N. Drug 2: CC1=C2C(C(=O)C3(C(CC4C(C3C(C(C2(C)C)(CC1OC(=O)C(C(C5=CC=CC=C5)NC(=O)OC(C)(C)C)O)O)OC(=O)C6=CC=CC=C6)(CO4)OC(=O)C)O)C)O. Cell line: OVCAR-8. Synergy scores: CSS=-8.78, Synergy_ZIP=2.47, Synergy_Bliss=-8.76, Synergy_Loewe=-16.3, Synergy_HSA=-17.5.